Dataset: Peptide-MHC class II binding affinity with 134,281 pairs from IEDB. Task: Regression. Given a peptide amino acid sequence and an MHC pseudo amino acid sequence, predict their binding affinity value. This is MHC class II binding data. The peptide sequence is NLADAVSKAPQLVPK. The MHC is HLA-DQA10301-DQB10302 with pseudo-sequence HLA-DQA10301-DQB10302. The binding affinity (normalized) is 0.199.